Dataset: Catalyst prediction with 721,799 reactions and 888 catalyst types from USPTO. Task: Predict which catalyst facilitates the given reaction. (1) Reactant: [F:1][C:2]1[CH:23]=[C:22]([N+:24]([O-])=O)[CH:21]=[CH:20][C:3]=1[O:4][C:5]1[N:10]=[CH:9][N:8]=[C:7]([NH:11][C:12]([N:14]2[CH2:19][CH2:18][O:17][CH2:16][CH2:15]2)=[O:13])[CH:6]=1.[Cl-].[NH4+].C(OCC)(=O)C.O1CCCC1. Product: [NH2:24][C:22]1[CH:21]=[CH:20][C:3]([O:4][C:5]2[N:10]=[CH:9][N:8]=[C:7]([NH:11][C:12]([N:14]3[CH2:15][CH2:16][O:17][CH2:18][CH2:19]3)=[O:13])[CH:6]=2)=[C:2]([F:1])[CH:23]=1. The catalyst class is: 190. (2) Reactant: [NH2:1][C:2]1[C:3]([OH:8])=[N:4][CH:5]=[CH:6][CH:7]=1.[C:9](Cl)(Cl)=[S:10]. Product: [N:1]1[C:2]2[C:3](=[N:4][CH:5]=[CH:6][CH:7]=2)[O:8][C:9]=1[SH:10]. The catalyst class is: 1. (3) Reactant: [CH2:1]([C:3]1[C:8]([CH:9]=O)=[CH:7][CH:6]=[CH:5][C:4]=1[C:11]1[S:15][C:14]([C:16]2[CH:17]=[CH:18][C:19]([O:24][CH:25]([CH3:27])[CH3:26])=[C:20]([CH:23]=2)[C:21]#[N:22])=[N:13][CH:12]=1)[CH3:2].[NH2:28][CH2:29][CH2:30][C:31]([O:33]CC)=[O:32].[C:36](O[BH-](OC(=O)C)OC(=O)C)(=O)C.[Na+].C=O.Cl. Product: [C:21]([C:20]1[CH:23]=[C:16]([C:14]2[S:15][C:11]([C:4]3[C:3]([CH2:1][CH3:2])=[C:8]([CH2:9][N:28]([CH3:36])[CH2:29][CH2:30][C:31]([OH:33])=[O:32])[CH:7]=[CH:6][CH:5]=3)=[CH:12][N:13]=2)[CH:17]=[CH:18][C:19]=1[O:24][CH:25]([CH3:27])[CH3:26])#[N:22]. The catalyst class is: 411. (4) Reactant: Br[CH2:2][C:3]([C:5]1[CH:6]=[C:7]([C:11]2[CH2:17][C:16](=[O:18])[NH:15][C:14]3[CH:19]=[C:20]([Cl:26])[C:21]([N:23]([CH3:25])[CH3:24])=[CH:22][C:13]=3[N:12]=2)[CH:8]=[CH:9][CH:10]=1)=O.[NH2:27][C:28]([NH2:30])=[S:29]. Product: [NH2:30][C:28]1[S:29][CH:2]=[C:3]([C:5]2[CH:6]=[C:7]([C:11]3[CH2:17][C:16](=[O:18])[NH:15][C:14]4[CH:19]=[C:20]([Cl:26])[C:21]([N:23]([CH3:25])[CH3:24])=[CH:22][C:13]=4[N:12]=3)[CH:8]=[CH:9][CH:10]=2)[N:27]=1. The catalyst class is: 49.